Task: Predict the reaction yield, written as a fraction of the theoretical maximum amount of product (1.0 means a 100% yield; for example, 0.34 means a 34% yield).. Dataset: Reaction yield outcomes from USPTO patents with 853,638 reactions (1) The reactants are [CH3:1][Si:2](Cl)([CH3:4])[CH3:3].C(N(CC)CC)C.[C:13]([O:17][C:18]([N:20]1[CH2:25][CH2:24][C:23](=[O:26])[C:22]([CH3:28])([CH3:27])[CH2:21]1)=[O:19])([CH3:16])([CH3:15])[CH3:14]. The catalyst is CN(C)C=O.C(=O)([O-])O.[Na+]. The product is [C:13]([O:17][C:18]([N:20]1[CH2:25][CH:24]=[C:23]([O:26][Si:2]([CH3:4])([CH3:3])[CH3:1])[C:22]([CH3:28])([CH3:27])[CH2:21]1)=[O:19])([CH3:16])([CH3:14])[CH3:15]. The yield is 0.530. (2) The reactants are [N:1]1([CH2:6][C:7]#[C:8][C:9]2[N:14]=[CH:13][C:12]([C:15]([C:17]3[CH:22]=[CH:21][C:20]([O:23][CH:24]4[CH2:29][CH2:28][CH2:27][CH2:26][O:25]4)=[CH:19][CH:18]=3)=[O:16])=[CH:11][CH:10]=2)[CH2:5][CH2:4][CH2:3][CH2:2]1. The catalyst is [Ni].CO. The product is [N:1]1([CH2:6][CH2:7][CH2:8][C:9]2[N:14]=[CH:13][C:12]([C:15]([C:17]3[CH:18]=[CH:19][C:20]([O:23][CH:24]4[CH2:29][CH2:28][CH2:27][CH2:26][O:25]4)=[CH:21][CH:22]=3)=[O:16])=[CH:11][CH:10]=2)[CH2:2][CH2:3][CH2:4][CH2:5]1. The yield is 0.773.